From a dataset of NCI-60 drug combinations with 297,098 pairs across 59 cell lines. Regression. Given two drug SMILES strings and cell line genomic features, predict the synergy score measuring deviation from expected non-interaction effect. Synergy scores: CSS=1.16, Synergy_ZIP=1.66, Synergy_Bliss=5.48, Synergy_Loewe=-0.728, Synergy_HSA=0.585. Cell line: MCF7. Drug 1: CN1C(=O)N2C=NC(=C2N=N1)C(=O)N. Drug 2: CCC1(CC2CC(C3=C(CCN(C2)C1)C4=CC=CC=C4N3)(C5=C(C=C6C(=C5)C78CCN9C7C(C=CC9)(C(C(C8N6C)(C(=O)OC)O)OC(=O)C)CC)OC)C(=O)OC)O.OS(=O)(=O)O.